Dataset: NCI-60 drug combinations with 297,098 pairs across 59 cell lines. Task: Regression. Given two drug SMILES strings and cell line genomic features, predict the synergy score measuring deviation from expected non-interaction effect. (1) Synergy scores: CSS=64.1, Synergy_ZIP=-4.46, Synergy_Bliss=-0.996, Synergy_Loewe=1.08, Synergy_HSA=1.42. Drug 1: CCC1=CC2CC(C3=C(CN(C2)C1)C4=CC=CC=C4N3)(C5=C(C=C6C(=C5)C78CCN9C7C(C=CC9)(C(C(C8N6C)(C(=O)OC)O)OC(=O)C)CC)OC)C(=O)OC.C(C(C(=O)O)O)(C(=O)O)O. Cell line: NCI-H460. Drug 2: C(=O)(N)NO. (2) Drug 1: CS(=O)(=O)C1=CC(=C(C=C1)C(=O)NC2=CC(=C(C=C2)Cl)C3=CC=CC=N3)Cl. Drug 2: C1=NC2=C(N1)C(=S)N=CN2. Cell line: SF-539. Synergy scores: CSS=20.1, Synergy_ZIP=-11.8, Synergy_Bliss=-10.1, Synergy_Loewe=-39.0, Synergy_HSA=-8.91. (3) Drug 2: C1C(C(OC1N2C=NC(=NC2=O)N)CO)O. Synergy scores: CSS=22.9, Synergy_ZIP=-5.75, Synergy_Bliss=-11.1, Synergy_Loewe=-61.7, Synergy_HSA=-12.3. Drug 1: CCC1(CC2CC(C3=C(CCN(C2)C1)C4=CC=CC=C4N3)(C5=C(C=C6C(=C5)C78CCN9C7C(C=CC9)(C(C(C8N6C)(C(=O)OC)O)OC(=O)C)CC)OC)C(=O)OC)O.OS(=O)(=O)O. Cell line: MDA-MB-435. (4) Drug 1: CC12CCC3C(C1CCC2=O)CC(=C)C4=CC(=O)C=CC34C. Drug 2: CC1=C(N=C(N=C1N)C(CC(=O)N)NCC(C(=O)N)N)C(=O)NC(C(C2=CN=CN2)OC3C(C(C(C(O3)CO)O)O)OC4C(C(C(C(O4)CO)O)OC(=O)N)O)C(=O)NC(C)C(C(C)C(=O)NC(C(C)O)C(=O)NCCC5=NC(=CS5)C6=NC(=CS6)C(=O)NCCC[S+](C)C)O. Cell line: SK-MEL-5. Synergy scores: CSS=43.7, Synergy_ZIP=-0.588, Synergy_Bliss=3.02, Synergy_Loewe=-0.147, Synergy_HSA=2.91. (5) Drug 1: CC1=CC2C(CCC3(C2CCC3(C(=O)C)OC(=O)C)C)C4(C1=CC(=O)CC4)C. Drug 2: CC1CCC2CC(C(=CC=CC=CC(CC(C(=O)C(C(C(=CC(C(=O)CC(OC(=O)C3CCCCN3C(=O)C(=O)C1(O2)O)C(C)CC4CCC(C(C4)OC)OCCO)C)C)O)OC)C)C)C)OC. Cell line: RPMI-8226. Synergy scores: CSS=34.1, Synergy_ZIP=9.28, Synergy_Bliss=11.6, Synergy_Loewe=1.67, Synergy_HSA=10.3.